Predict the reaction yield, written as a fraction of the theoretical maximum amount of product (1.0 means a 100% yield; for example, 0.34 means a 34% yield). From a dataset of Reaction yield outcomes from USPTO patents with 853,638 reactions. (1) The reactants are N([O-])=O.[Na+].N[C@H:6]([C:11](O)=O)[CH2:7][CH:8]([CH3:10])[CH3:9].[Br-:14].[K+].S(=O)(=O)(O)[OH:17].[OH2:21]. No catalyst specified. The product is [Br:14][CH2:9][C@@H:8]([CH2:7][CH2:6][CH3:11])[C:10]([OH:17])=[O:21]. The yield is 0.170. (2) The yield is 0.530. The product is [F:1][C:2]1[CH:7]=[C:6]([F:8])[CH:5]=[CH:4][C:3]=1[N:9]1[C:13]([C:14]2[S:23][C:22]3[C:21]4[CH:24]=[C:25]([C:28]([N:68]5[CH2:69][CH2:70][C@@H:66]([N:65]([CH3:71])[CH3:64])[CH2:67]5)=[O:29])[CH:26]=[CH:27][C:20]=4[O:19][CH2:18][CH2:17][C:16]=3[CH:15]=2)=[N:12][CH:11]=[N:10]1. The catalyst is CN(C=O)C.CCOC(C)=O. The reactants are [F:1][C:2]1[CH:7]=[C:6]([F:8])[CH:5]=[CH:4][C:3]=1[N:9]1[C:13]([C:14]2[S:23][C:22]3[C:21]4[CH:24]=[C:25]([C:28](O)=[O:29])[CH:26]=[CH:27][C:20]=4[O:19][CH2:18][CH2:17][C:16]=3[CH:15]=2)=[N:12][CH:11]=[N:10]1.CN(C(ON1N=NC2C=CC=NC1=2)=[N+](C)C)C.F[P-](F)(F)(F)(F)F.CCN(C(C)C)C(C)C.[CH3:64][N:65]([CH3:71])[C@@H:66]1[CH2:70][CH2:69][NH:68][CH2:67]1.